From a dataset of Reaction yield outcomes from USPTO patents with 853,638 reactions. Predict the reaction yield, written as a fraction of the theoretical maximum amount of product (1.0 means a 100% yield; for example, 0.34 means a 34% yield). (1) The reactants are Br[CH2:2][C:3]([C:5]1[CH:12]=[CH:11][C:8]([C:9]#[N:10])=[CH:7][CH:6]=1)=O.[OH:13][CH2:14][C:15]([NH:18][C:19]([NH2:21])=[S:20])([CH3:17])[CH3:16]. The catalyst is C(O)C. The product is [OH:13][CH2:14][C:15]([NH:18][C:19]1[S:20][CH:2]=[C:3]([C:5]2[CH:12]=[CH:11][C:8]([C:9]#[N:10])=[CH:7][CH:6]=2)[N:21]=1)([CH3:17])[CH3:16]. The yield is 1.00. (2) The reactants are [N+:1]([C:4]1[CH:9]=[CH:8][C:7]([NH:10][C:11](=[O:15])[C:12]([CH3:14])=[CH2:13])=[CH:6][CH:5]=1)([O-])=O.[Sn](Cl)Cl. The catalyst is C(O)C. The product is [NH2:1][C:4]1[CH:5]=[CH:6][C:7]([NH:10][C:11](=[O:15])[C:12]([CH3:14])=[CH2:13])=[CH:8][CH:9]=1. The yield is 0.710. (3) The reactants are [O:1]=[C:2]1[CH2:6][S:5][C:4](=[S:7])[N:3]1[CH2:8][CH2:9][C:10]([OH:12])=[O:11].[CH3:13][O:14][C:15]1[CH:22]=[CH:21][C:20]([O:23][CH3:24])=[CH:19][C:16]=1[CH:17]=O.N1CCCCC1. The catalyst is C(O)C. The product is [CH3:13][O:14][C:15]1[CH:22]=[CH:21][C:20]([O:23][CH3:24])=[CH:19][C:16]=1/[CH:17]=[C:6]1/[C:2](=[O:1])[N:3]([CH2:8][CH2:9][C:10]([OH:12])=[O:11])[C:4](=[S:7])[S:5]/1. The yield is 0.850.